Dataset: Full USPTO retrosynthesis dataset with 1.9M reactions from patents (1976-2016). Task: Predict the reactants needed to synthesize the given product. (1) Given the product [C:19]([C:2]1[CH:7]=[CH:6][N:5]=[C:4]2[N:8]([CH2:11][CH2:12][C:13]([O:15][CH2:16][CH3:17])=[O:14])[CH:9]=[CH:10][C:3]=12)#[N:20], predict the reactants needed to synthesize it. The reactants are: Br[C:2]1[CH:7]=[CH:6][N:5]=[C:4]2[N:8]([CH2:11][CH2:12][C:13]([O:15][CH2:16][CH3:17])=[O:14])[CH:9]=[CH:10][C:3]=12.[Cu][C:19]#[N:20]. (2) Given the product [CH3:1][O:2][C:3](=[O:23])[CH2:4][CH2:5][CH2:6][CH:7]1[CH2:8][CH2:9][N:10]([CH2:13][CH2:14][CH2:24][O:25][CH2:26][C:27]2[CH:28]=[CH:29][CH:30]=[CH:35][CH:34]=2)[CH2:11][CH2:12]1, predict the reactants needed to synthesize it. The reactants are: [CH3:1][O:2][C:3](=[O:23])[CH2:4][CH2:5][CH2:6][CH:7]1[CH2:12][CH2:11][N:10]([CH2:13][CH2:14]OCC2C=CC=CC=2)[CH2:9][CH2:8]1.[CH3:24][O:25][C:26](=O)[CH2:27][CH2:28][CH2:29][CH:30]1[CH2:35][CH2:34]NCC1. (3) Given the product [F:44][C:2]([F:1])([F:43])[C:3]1[CH:4]=[C:5]([C@H:13]2[O:17][C:16](=[O:18])[N:15]([CH2:19][C:20]3[CH:25]=[C:24]([C:26]([F:28])([F:29])[F:27])[CH:23]=[CH:22][C:21]=3[C:30]3[CH:35]=[C:34]([C:36]([CH3:38])=[CH2:37])[C:33]([F:39])=[CH:32][C:31]=3[OH:40])[C@H:14]2[CH3:42])[CH:6]=[C:7]([C:9]([F:12])([F:11])[F:10])[CH:8]=1, predict the reactants needed to synthesize it. The reactants are: [F:1][C:2]([F:44])([F:43])[C:3]1[CH:4]=[C:5]([C@H:13]2[O:17][C:16](=[O:18])[N:15]([CH2:19][C:20]3[CH:25]=[C:24]([C:26]([F:29])([F:28])[F:27])[CH:23]=[CH:22][C:21]=3[C:30]3[CH:35]=[C:34]([C:36]([CH3:38])=[CH2:37])[C:33]([F:39])=[CH:32][C:31]=3[O:40]C)[C@H:14]2[CH3:42])[CH:6]=[C:7]([C:9]([F:12])([F:11])[F:10])[CH:8]=1.[Cl-].[Li+].[OH-].[Na+]. (4) Given the product [C:4]([OH:5])(=[O:3])[CH3:6].[CH2:1]([O:3][C:4]([C:6]1[CH:7]=[N:8][NH:9][C:10]=1[N:11]1[C:15](=[O:16])[NH:14][C:13]([CH:17]([NH:18][C:19]2[CH:20]=[CH:21][C:22]([C:25](=[NH:26])[NH2:29])=[CH:23][CH:24]=2)[C:31]2[CH:40]=[C:39]([O:41][CH3:42])[C:34]3[O:35][CH2:36][CH2:37][O:38][C:33]=3[C:32]=2[F:43])=[N:12]1)=[O:5])[CH3:2], predict the reactants needed to synthesize it. The reactants are: [CH2:1]([O:3][C:4]([C:6]1[CH:7]=[N:8][NH:9][C:10]=1[N:11]1[C:15](=[O:16])[NH:14][C:13]([CH:17]([C:31]2[CH:40]=[C:39]([O:41][CH3:42])[C:34]3[O:35][CH2:36][CH2:37][O:38][C:33]=3[C:32]=2[F:43])[NH:18][C:19]2[CH:24]=[CH:23][C:22]([C:25]3[N:29]=C(C)O[N:26]=3)=[CH:21][CH:20]=2)=[N:12]1)=[O:5])[CH3:2].O.C(O)(=O)C.